From a dataset of Reaction yield outcomes from USPTO patents with 853,638 reactions. Predict the reaction yield, written as a fraction of the theoretical maximum amount of product (1.0 means a 100% yield; for example, 0.34 means a 34% yield). (1) The reactants are Br[C:2]1[N:3]=[CH:4][C:5]([N:8]2[CH2:13][CH2:12][N:11]([C:14]([O:16][C:17]([CH3:20])([CH3:19])[CH3:18])=[O:15])[CH2:10][CH2:9]2)=[N:6][CH:7]=1.[C:21]1([C:27]([C:29]2[CH:34]=[CH:33][CH:32]=[CH:31][CH:30]=2)=[NH:28])[CH:26]=[CH:25][CH:24]=[CH:23][CH:22]=1.C1C=CC(P(C2C=CC3C(=CC=CC=3)C=2C2C3C(=CC=CC=3)C=CC=2P(C2C=CC=CC=2)C2C=CC=CC=2)C2C=CC=CC=2)=CC=1.C([O-])([O-])=O.[Cs+].[Cs+]. The catalyst is C([O-])(=O)C.C([O-])(=O)C.[Pd+2].O1CCOCC1. The product is [C:21]1([C:27](=[N:28][C:2]2[N:3]=[CH:4][C:5]([N:8]3[CH2:13][CH2:12][N:11]([C:14]([O:16][C:17]([CH3:20])([CH3:19])[CH3:18])=[O:15])[CH2:10][CH2:9]3)=[N:6][CH:7]=2)[C:29]2[CH:30]=[CH:31][CH:32]=[CH:33][CH:34]=2)[CH:26]=[CH:25][CH:24]=[CH:23][CH:22]=1. The yield is 0.750. (2) The product is [Br:1][C:2]1[CH:7]=[C:6]([CH3:8])[CH:5]=[C:4]([O:10][CH3:11])[CH:3]=1. The reactants are [Br:1][C:2]1[CH:7]=[C:6]([CH3:8])[C:5](N)=[C:4]([O:10][CH3:11])[CH:3]=1.Cl.N([O-])=O.[Na+].[PH2](O)=O. The catalyst is O.C(OCC)(=O)C.C(O)(=O)C. The yield is 0.950. (3) The reactants are C(N(CC)CC)C.[CH3:8][N:9]1[C:14](=[O:15])[CH2:13][C:12]2[CH:16]=[C:17]3[C:22](=[CH:23][C:11]=2[S:10]1(=O)=O)[CH2:21][CH2:20][CH2:19][CH2:18]3.FC1C=CC(N=C=O)=CC=1. The catalyst is CS(C)=O. The product is [CH3:8][N:9]1[C:14](=[O:15])[CH2:13][C:12]2[CH:16]=[C:17]3[C:22](=[CH:23][C:11]=2[S:10]1)[CH2:21][CH2:20][CH2:19][CH2:18]3. The yield is 0.560.